Dataset: Reaction yield outcomes from USPTO patents with 853,638 reactions. Task: Predict the reaction yield, written as a fraction of the theoretical maximum amount of product (1.0 means a 100% yield; for example, 0.34 means a 34% yield). (1) The reactants are [CH:1]([C:3]1[CH:11]=[CH:10][C:6]([C:7]([OH:9])=[O:8])=[CH:5][CH:4]=1)=O.[F:12][C:13]1[CH:19]=[CH:18][CH:17]=[CH:16][C:14]=1[NH2:15].[B][B][B][B][B][B][B][B][B][B]. The catalyst is CO. The product is [F:12][C:13]1[CH:19]=[CH:18][CH:17]=[CH:16][C:14]=1[NH:15][CH2:1][C:3]1[CH:11]=[CH:10][C:6]([C:7]([OH:9])=[O:8])=[CH:5][CH:4]=1. The yield is 0.990. (2) The product is [CH2:45]([N:43]([CH:44]([CH3:36])[CH3:40])[C:3](=[O:2])[CH:4]=[CH:5][C:6]1[C:14]2[N:13]([C:15]3[CH:20]=[CH:19][CH:18]=[CH:17][CH:16]=3)[CH:12]=[N:11][C:10]=2[CH:9]=[C:8]([C:21]([F:23])([F:22])[F:24])[CH:7]=1)[CH3:46]. No catalyst specified. The reactants are C[O:2][C:3](=O)[CH:4]=[CH:5][C:6]1[C:14]2[N:13]([C:15]3[CH:20]=[CH:19][CH:18]=[CH:17][CH:16]=3)[CH:12]=[N:11][C:10]=2[CH:9]=[C:8]([C:21]([F:24])([F:23])[F:22])[CH:7]=1.CN1CCN(C(=O)C=C[C:36]2[C:44]3[N:43]([C:45]4C=CC=C[CH:46]=4)C=N[C:40]=3C=C(C(F)(F)F)C=2)CC1. The yield is 0.0600.